From a dataset of Forward reaction prediction with 1.9M reactions from USPTO patents (1976-2016). Predict the product of the given reaction. Given the reactants [CH:1]1([CH:7]2[CH:16]3[CH2:17][CH2:18][CH2:19][O:20][CH:15]3[C:14]3[CH:13]=[C:12]([O:21][CH2:22][CH2:23][CH:24]([CH3:26])[CH3:25])[CH:11]=[CH:10][C:9]=3[NH:8]2)[CH2:6][CH2:5][CH2:4][CH2:3][CH2:2]1.[BH-](OC(C)=O)(OC(C)=O)O[C:29](C)=O.[Na+].C=O, predict the reaction product. The product is: [CH:1]1([CH:7]2[CH:16]3[CH2:17][CH2:18][CH2:19][O:20][CH:15]3[C:14]3[CH:13]=[C:12]([O:21][CH2:22][CH2:23][CH:24]([CH3:26])[CH3:25])[CH:11]=[CH:10][C:9]=3[N:8]2[CH3:29])[CH2:2][CH2:3][CH2:4][CH2:5][CH2:6]1.